This data is from Forward reaction prediction with 1.9M reactions from USPTO patents (1976-2016). The task is: Predict the product of the given reaction. Given the reactants [CH:1](=[O:12])[CH2:2][CH2:3][CH2:4][CH2:5][CH2:6][CH2:7][CH2:8][CH2:9][CH2:10][CH3:11].C=O.[CH2:15](NCCCC)CCC.C(O)(=O)CCCCCCCCCCCCCCCCC, predict the reaction product. The product is: [CH2:15]=[C:2]([CH2:3][CH2:4][CH2:5][CH2:6][CH2:7][CH2:8][CH2:9][CH2:10][CH3:11])[CH:1]=[O:12].